Dataset: Full USPTO retrosynthesis dataset with 1.9M reactions from patents (1976-2016). Task: Predict the reactants needed to synthesize the given product. (1) Given the product [CH3:1][N:2]1[CH:6]=[C:5]([C:7]2[CH:8]=[C:9]3[C:15]([C:16]4[CH:17]=[CH:18][CH:19]=[CH:20][CH:21]=4)=[N:14][NH:13][C:10]3=[CH:11][N:12]=2)[CH:4]=[N:3]1, predict the reactants needed to synthesize it. The reactants are: [CH3:1][N:2]1[CH:6]=[C:5]([C:7]2[CH:8]=[C:9]3[C:15]([C:16]4[CH:21]=[CH:20][CH:19]=[CH:18][CH:17]=4)=[N:14][N:13](C4CCCCO4)[C:10]3=[CH:11][N:12]=2)[CH:4]=[N:3]1.Cl. (2) Given the product [F:27][C:13]([F:12])([F:26])[CH2:14][C:15]1[CH:20]=[CH:19][CH:18]=[C:17]([CH2:21][C:22]([F:25])([F:24])[F:23])[N+:16]=1[O-:6], predict the reactants needed to synthesize it. The reactants are: ClC1C=C(C=CC=1)C(OO)=[O:6].[F:12][C:13]([F:27])([F:26])[CH2:14][C:15]1[CH:20]=[CH:19][CH:18]=[C:17]([CH2:21][C:22]([F:25])([F:24])[F:23])[N:16]=1.